From a dataset of Catalyst prediction with 721,799 reactions and 888 catalyst types from USPTO. Predict which catalyst facilitates the given reaction. (1) Reactant: [C:1]([N:5]1[CH:9]=[C:8]([NH:10][C:11]([NH:13][C:14]2[CH:19]=[C:18]([C:20]3[C:31](=[O:32])[N:30]([CH3:33])[C:23]4[N:24]=[C:25]([NH:28][CH3:29])[N:26]=[CH:27][C:22]=4[CH:21]=3)[C:17]([CH3:34])=[CH:16][C:15]=2[F:35])=[O:12])[CH:7]=[N:6]1)([CH3:4])([CH3:3])[CH3:2].[CH:36]1(N)C[CH2:37]1. Product: [C:1]([N:5]1[CH:9]=[C:8]([NH:10][C:11]([NH:13][C:14]2[CH:19]=[C:18]([C:20]3[C:31](=[O:32])[N:30]([CH3:33])[C:23]4[N:24]=[C:25]([NH:28][CH:29]5[CH2:37][CH2:36]5)[N:26]=[CH:27][C:22]=4[CH:21]=3)[C:17]([CH3:34])=[CH:16][C:15]=2[F:35])=[O:12])[CH:7]=[N:6]1)([CH3:3])([CH3:2])[CH3:4]. The catalyst class is: 1. (2) Reactant: [CH2:1]([O:8][C:9]([N:11]1[CH2:16][CH2:15][N:14]([C:17](SC)=[N:18][C:19]2[CH:24]=[CH:23][CH:22]=[CH:21][CH:20]=2)[CH2:13][CH2:12]1)=[O:10])[C:2]1[CH:7]=[CH:6][CH:5]=[CH:4][CH:3]=1.Cl.Cl.Cl.[C:30]1([N:36]2C=CN=C2N2CCN([C@@H]3CN[C@H](C(N4CCSC4)=O)C3)CC2)C=CC=[CH:32][CH:31]=1.C(N)C#C.O.C1(C)C=CC(S(O)(=O)=O)=CC=1. Product: [CH2:1]([O:8][C:9]([N:11]1[CH2:16][CH2:15][N:14]([C:17]2[N:18]([C:19]3[CH:24]=[CH:23][CH:22]=[CH:21][CH:20]=3)[C:31]([CH3:32])=[CH:30][N:36]=2)[CH2:13][CH2:12]1)=[O:10])[C:2]1[CH:7]=[CH:6][CH:5]=[CH:4][CH:3]=1. The catalyst class is: 51.